This data is from Forward reaction prediction with 1.9M reactions from USPTO patents (1976-2016). The task is: Predict the product of the given reaction. (1) Given the reactants C1(P(C2C=CC=CC=2)C2C=CC=CC=2)C=CC=CC=1.[CH3:20][S:21]([C:24]1[CH:29]=[CH:28][C:27](B(O)O)=[CH:26][CH:25]=1)(=[O:23])=[O:22].Br[C:34]1[CH:39]=[CH:38][C:37]([C:40]2[O:41][C:42]([CH3:54])=[C:43]([CH2:45][CH2:46][N:47]3[CH2:51][CH2:50][C@H:49]([O:52][CH3:53])[CH2:48]3)[N:44]=2)=[CH:36][CH:35]=1.C(=O)([O-])[O-].[K+].[K+], predict the reaction product. The product is: [CH3:53][O:52][C@H:49]1[CH2:50][CH2:51][N:47]([CH2:46][CH2:45][C:43]2[N:44]=[C:40]([C:37]3[CH:38]=[CH:39][C:34]([C:27]4[CH:28]=[CH:29][C:24]([S:21]([CH3:20])(=[O:23])=[O:22])=[CH:25][CH:26]=4)=[CH:35][CH:36]=3)[O:41][C:42]=2[CH3:54])[CH2:48]1. (2) Given the reactants [N+:1]([C:4]1[CH:9]=[CH:8][CH:7]=[CH:6][C:5]=1[S:10]([NH2:13])(=[O:12])=[O:11])([O-:3])=[O:2].[C:14](=[O:17])([O-])[O-].[Cs+].[Cs+].[CH2:20]([C@@H:22]1[O:24][CH2:23]1)Cl.O.[C:26](#N)[CH3:27], predict the reaction product. The product is: [N+:1]([C:4]1[CH:9]=[CH:8][CH:7]=[CH:6][C:5]=1[S:10]([N:13]([CH2:26][C@@H:27]1[CH2:14][O:17]1)[CH2:20][C@@H:22]1[CH2:23][O:24]1)(=[O:11])=[O:12])([O-:3])=[O:2]. (3) Given the reactants [O:1]1[CH2:6][CH2:5][CH:4]([CH2:7][CH:8]2[CH2:13][NH:12][CH2:11][CH2:10][NH:9]2)[CH2:3][CH2:2]1.C(N(CC)CC)C.[S:21]1[CH:25]=[CH:24][CH:23]=[C:22]1[S:26]([Cl:29])(=[O:28])=[O:27].Cl, predict the reaction product. The product is: [ClH:29].[O:1]1[CH2:2][CH2:3][CH:4]([CH2:7][CH:8]2[NH:9][CH2:10][CH2:11][N:12]([S:26]([C:22]3[S:21][CH:25]=[CH:24][CH:23]=3)(=[O:28])=[O:27])[CH2:13]2)[CH2:5][CH2:6]1.